The task is: Predict the product of the given reaction.. This data is from Forward reaction prediction with 1.9M reactions from USPTO patents (1976-2016). (1) Given the reactants Cl[C:2]1[CH:7]=[C:6]([C:8]2[CH:9]=[N:10][C:11]([C:14]([F:17])([F:16])[F:15])=[CH:12][CH:13]=2)[N:5]=[CH:4][C:3]=1[C:18]([O:20][CH3:21])=[O:19].[CH3:22][N:23](C)C=O, predict the reaction product. The product is: [C:22]([C:2]1[CH:7]=[C:6]([C:8]2[CH:9]=[N:10][C:11]([C:14]([F:17])([F:16])[F:15])=[CH:12][CH:13]=2)[N:5]=[CH:4][C:3]=1[C:18]([O:20][CH3:21])=[O:19])#[N:23]. (2) Given the reactants [Br:1][C:2]1[CH:3]=[N:4][C:5](Cl)=[N:6][CH:7]=1.[NH:9]1[CH2:14][CH2:13][CH:12]([OH:15])[CH2:11][CH2:10]1, predict the reaction product. The product is: [Br:1][C:2]1[CH:3]=[N:4][C:5]([N:9]2[CH2:14][CH2:13][CH:12]([OH:15])[CH2:11][CH2:10]2)=[N:6][CH:7]=1. (3) Given the reactants [CH:1]#[C:2][C:3]1[CH:8]=[CH:7][C:6]([OH:9])=[CH:5][CH:4]=1.[C:10]([O:13][CH:14]([CH3:18])[CH2:15]OC)(=[O:12])[CH3:11], predict the reaction product. The product is: [CH:3]1([CH2:2][CH2:1][O:12][CH:10]([O:13][C:14]2[CH:15]=[CH:8][C:3]([CH:2]=[CH2:1])=[CH:4][CH:18]=2)[CH3:11])[CH2:8][CH2:7][CH2:6][CH2:5][CH2:4]1.[C:10]([O:9][C:6]1[CH:7]=[CH:8][C:3]([CH:2]=[CH2:1])=[CH:4][CH:5]=1)(=[O:12])[CH3:11].[OH:9][C:6]1[CH:7]=[CH:8][C:3]([CH:2]=[CH2:1])=[CH:4][CH:5]=1. (4) Given the reactants [Cl:1][C:2]1[N:10]=[CH:9][C:8]([F:11])=[CH:7][C:3]=1[C:4]([OH:6])=O.C(Cl)(=O)C(Cl)=O.C(N(CC)CC)C.[C:25]([O:29][C:30]([N:32]1[CH2:37][CH2:36][CH:35]([NH2:38])[CH2:34][CH2:33]1)=[O:31])([CH3:28])([CH3:27])[CH3:26], predict the reaction product. The product is: [C:25]([O:29][C:30]([N:32]1[CH2:37][CH2:36][CH:35]([NH:38][C:4]([C:3]2[C:2]([Cl:1])=[N:10][CH:9]=[C:8]([F:11])[CH:7]=2)=[O:6])[CH2:34][CH2:33]1)=[O:31])([CH3:28])([CH3:26])[CH3:27]. (5) Given the reactants [OH:1][C:2]([C:4]([F:7])([F:6])[F:5])=[O:3].[NH:8]1[CH2:11][CH:10]([C:12]2[CH:33]=[CH:32][C:15]3[C:16]4[N:17]=[C:18]([C:24]5[N:25]([CH:29]([CH3:31])[CH3:30])[N:26]=[CH:27][N:28]=5)[S:19][C:20]=4[CH2:21][CH2:22][O:23][C:14]=3[CH:13]=2)[CH2:9]1.[C:34]([OH:40])([C:36](F)(F)F)=[O:35].C(Cl)Cl, predict the reaction product. The product is: [OH:3][C:2]([C:4]([F:7])([F:6])[F:5])=[O:1].[CH:29]([N:25]1[C:24]([C:18]2[S:19][C:20]3[CH2:21][CH2:22][O:23][C:14]4[CH:13]=[C:12]([CH:10]5[CH2:11][N:8]([CH2:36][C:34]([OH:40])=[O:35])[CH2:9]5)[CH:33]=[CH:32][C:15]=4[C:16]=3[N:17]=2)=[N:28][CH:27]=[N:26]1)([CH3:31])[CH3:30]. (6) Given the reactants [O:1](C)[S:2]([C:5]([F:8])([F:7])[F:6])(=[O:4])=[O:3].C([N:29]1[CH:33]=[C:32]([CH:34]=[O:35])[N:31]=[CH:30]1)(C1C=CC=CC=1)(C1C=CC=CC=1)C1C=CC=CC=1.[CH3:36]CCCCC, predict the reaction product. The product is: [F:6][C:5]([F:8])([F:7])[S:2]([OH:4])(=[O:3])=[O:1].[CH3:36][N:31]1[C:32]([CH:34]=[O:35])=[CH:33][N:29]=[CH:30]1. (7) Given the reactants Cl[S:2]([C:5]1[CH:14]=[CH:13][C:8]([C:9]([O:11][CH3:12])=[O:10])=[CH:7][CH:6]=1)(=[O:4])=[O:3].[F:15][C:16]1[C:17]([NH2:26])=[N:18][CH:19]=[C:20]([C:22]([F:25])([F:24])[F:23])[CH:21]=1, predict the reaction product. The product is: [F:15][C:16]1[C:17]([NH:26][S:2]([C:5]2[CH:14]=[CH:13][C:8]([C:9]([O:11][CH3:12])=[O:10])=[CH:7][CH:6]=2)(=[O:4])=[O:3])=[N:18][CH:19]=[C:20]([C:22]([F:25])([F:23])[F:24])[CH:21]=1. (8) Given the reactants [Cl:1][C:2]1[CH:3]=[C:4]([C:14]([O:16]C)=[O:15])[C:5]([C:8]2[CH:9]=[N:10][CH:11]=[CH:12][CH:13]=2)=[N:6][CH:7]=1.[OH-].[K+].O.[ClH:21], predict the reaction product. The product is: [Cl:1][C:2]1[CH:3]=[C:4]([C:14]([OH:16])=[O:15])[C:5]([C:8]2[CH:9]=[N:10][CH:11]=[CH:12][CH:13]=2)=[N:6][CH:7]=1.[ClH:21]. (9) The product is: [CH:26]1([C:24]2[NH:23][N:22]=[C:21]([NH:20][C:18]3[C:17]([CH2:29][CH2:30][CH2:31][OH:32])=[CH:16][N:15]=[C:14]([C:11]4[S:10][C:9]([S:6]([NH2:5])(=[O:8])=[O:7])=[CH:13][CH:12]=4)[N:19]=3)[CH:25]=2)[CH2:28][CH2:27]1. Given the reactants C([NH:5][S:6]([C:9]1[S:10][C:11]([C:14]2[N:19]=[C:18]([NH:20][C:21]3[CH:25]=[C:24]([CH:26]4[CH2:28][CH2:27]4)[NH:23][N:22]=3)[C:17]([CH2:29][CH2:30][CH2:31][OH:32])=[CH:16][N:15]=2)=[CH:12][CH:13]=1)(=[O:8])=[O:7])(C)(C)C, predict the reaction product. (10) Given the reactants Cl[C:2]1[C:3]([NH2:9])=[N:4][CH:5]=[N:6][C:7]=1Cl.[NH2:10][CH:11]1[CH2:19][C:15]2([CH2:18][CH2:17][CH2:16]2)[N:14]([C:20]([O:22]C(C)(C)C)=O)[CH2:13][CH2:12]1.[O:27]([C:34]1[CH:39]=[CH:38][C:37](B(O)O)=[CH:36][CH:35]=1)[C:28]1[CH:33]=[CH:32][CH:31]=[CH:30][CH:29]=1.[C:43](Cl)(=O)[CH:44]=C, predict the reaction product. The product is: [NH2:9][C:3]1[N:4]=[CH:5][N:6]=[C:7]([NH:10][CH:11]2[CH2:19][C:15]3([CH2:16][CH2:17][CH2:18]3)[N:14]([C:20](=[O:22])[CH:43]=[CH2:44])[CH2:13][CH2:12]2)[C:2]=1[C:31]1[CH:32]=[CH:33][C:28]([O:27][C:34]2[CH:39]=[CH:38][CH:37]=[CH:36][CH:35]=2)=[CH:29][CH:30]=1.